From a dataset of Catalyst prediction with 721,799 reactions and 888 catalyst types from USPTO. Predict which catalyst facilitates the given reaction. (1) Reactant: [Cl:1][C:2]1[CH:7]=[CH:6][N:5]=[C:4]2[NH:8][CH:9]=[CH:10][C:3]=12.CC(O)(C)C.[Br-:16].[Br-:17].[Br-].[NH+]1C=CC=CC=1.[NH+]1C=CC=CC=1.[NH+]1C=CC=CC=1.[OH2:37]. The catalyst class is: 25. Product: [Br:16][C:10]1([Br:17])[C:3]2[C:4](=[N:5][CH:6]=[CH:7][C:2]=2[Cl:1])[NH:8][C:9]1=[O:37]. (2) Reactant: [CH3:1][C:2]([CH3:20])([Si:4]([CH3:19])([CH3:18])[O:5][CH2:6][CH:7]([OH:17])[CH2:8][O:9][Si:10]([CH3:16])([CH3:15])[C:11]([CH3:14])([CH3:13])[CH3:12])[CH3:3].N1C=CC=CC=1.[F:27][C:28]([F:41])([F:40])[S:29](O[S:29]([C:28]([F:41])([F:40])[F:27])(=[O:31])=[O:30])(=[O:31])=[O:30].Cl. Product: [F:27][C:28]([F:41])([F:40])[S:29]([O:17][CH:7]([CH2:6][O:5][Si:4]([CH3:19])([CH3:18])[C:2]([CH3:20])([CH3:1])[CH3:3])[CH2:8][O:9][Si:10]([CH3:15])([CH3:16])[C:11]([CH3:12])([CH3:13])[CH3:14])(=[O:31])=[O:30]. The catalyst class is: 2. (3) Reactant: [Cl:1][C:2]1[CH:7]=[CH:6][C:5]([Cl:8])=[CH:4][C:3]=1[CH:9]1[CH2:14][CH2:13][CH2:12][CH2:11][C:10]1=[O:15].[Br:16]Br. Product: [Br:16][CH:11]1[CH2:12][CH2:13][CH2:14][CH:9]([C:3]2[CH:4]=[C:5]([Cl:8])[CH:6]=[CH:7][C:2]=2[Cl:1])[C:10]1=[O:15]. The catalyst class is: 22. (4) Reactant: [Cl:1][C:2]1[CH:7]=[CH:6][C:5]([C@@:8]2([O:19][CH3:20])[C@H:13]([OH:14])[C@@H:12]([OH:15])[C@H:11]([OH:16])[C@@H:10]([CH2:17][OH:18])[O:9]2)=[CH:4][C:3]=1[CH2:21][C:22]1[CH:27]=[CH:26][C:25]([O:28][CH2:29][C:30]([F:33])([F:32])[F:31])=[CH:24][CH:23]=1.N1C=CN=C1.[Si:39](Cl)([C:42]([CH3:45])([CH3:44])[CH3:43])([CH3:41])[CH3:40].C(=O)(O)[O-].[Na+]. Product: [Si:39]([O:18][CH2:17][C@H:10]1[O:9][C@:8]([C:5]2[CH:6]=[CH:7][C:2]([Cl:1])=[C:3]([CH2:21][C:22]3[CH:27]=[CH:26][C:25]([O:28][CH2:29][C:30]([F:33])([F:31])[F:32])=[CH:24][CH:23]=3)[CH:4]=2)([O:19][CH3:20])[C@H:13]([OH:14])[C@@H:12]([OH:15])[C@@H:11]1[OH:16])([C:42]([CH3:45])([CH3:44])[CH3:43])([CH3:41])[CH3:40]. The catalyst class is: 4. (5) Reactant: [CH3:1][O:2][C:3]1[N:13]=[CH:12][C:11]2[S:10][CH2:9][CH2:8][NH:7][CH2:6][C:5]=2[CH:4]=1.[CH:14]([C:16]1[CH:25]=[CH:24][CH:23]=[CH:22][C:17]=1[C:18]([O:20][CH3:21])=[O:19])=O.C(O[BH-](OC(=O)C)OC(=O)C)(=O)C.[Na+]. Product: [CH3:1][O:2][C:3]1[N:13]=[CH:12][C:11]2[S:10][CH2:9][CH2:8][N:7]([CH2:14][C:16]3[CH:25]=[CH:24][CH:23]=[CH:22][C:17]=3[C:18]([O:20][CH3:21])=[O:19])[CH2:6][C:5]=2[CH:4]=1. The catalyst class is: 26. (6) Reactant: [CH3:1][C@@H:2]1[N:8]([CH:9]2[CH2:12][O:11][CH2:10]2)[CH2:7][C:6]2[CH:13]=[CH:14][C:15]([C:17]([O:19]C)=O)=[CH:16][C:5]=2[O:4][CH2:3]1.[NH2:21][OH:22].[OH-].[Na+]. Product: [OH:22][NH:21][C:17]([C:15]1[CH:14]=[CH:13][C:6]2[CH2:7][N:8]([CH:9]3[CH2:12][O:11][CH2:10]3)[C@@H:2]([CH3:1])[CH2:3][O:4][C:5]=2[CH:16]=1)=[O:19]. The catalyst class is: 36. (7) Product: [C:5]1([C@H:11]([CH3:20])[CH2:12][C:13]2[CH:18]=[CH:17][C:16]([I:21])=[CH:15][CH:14]=2)[CH:10]=[CH:9][CH:8]=[CH:7][CH:6]=1. The catalyst class is: 7. Reactant: [Mg].C(Br)C.[C:5]1([C@H:11]([CH3:20])[CH2:12][C:13]2[CH:18]=[CH:17][C:16](Cl)=[CH:15][CH:14]=2)[CH:10]=[CH:9][CH:8]=[CH:7][CH:6]=1.[I:21]I.Cl.